Dataset: Forward reaction prediction with 1.9M reactions from USPTO patents (1976-2016). Task: Predict the product of the given reaction. (1) Given the reactants [S:1]1[CH:5]=[CH:4][N:3]=[C:2]1[NH:6][S:7]([C:10]1[CH:19]=[C:18]2[C:13]([CH2:14][CH2:15][N:16](C(=O)C(F)(F)F)[CH2:17]2)=[CH:12][CH:11]=1)(=[O:9])=[O:8].[OH-].[K+], predict the reaction product. The product is: [S:1]1[CH:5]=[CH:4][N:3]=[C:2]1[NH:6][S:7]([C:10]1[CH:19]=[C:18]2[C:13]([CH2:14][CH2:15][NH:16][CH2:17]2)=[CH:12][CH:11]=1)(=[O:9])=[O:8]. (2) Given the reactants Cl.[NH:2]1[CH2:5][CH2:4][CH2:3]1.[CH:6]([C:8]1[CH:9]=[C:10]([CH2:14][C:15]([NH:17][C:18]2[CH:19]=[N:20][CH:21]=[C:22]([C:24]([C:26]3[C:34]4[CH:33]=[N:32][CH:31]=[N:30][C:29]=4[N:28]([CH:35]([CH3:37])[CH3:36])[CH:27]=3)=[O:25])[CH:23]=2)=[O:16])[CH:11]=[CH:12][CH:13]=1)=O.[C:38]([OH:41])(=[O:40])C.[C:42]([O:45][BH-](OC(=O)C)OC(=O)C)(=[O:44])C.[Na+], predict the reaction product. The product is: [CH:38]([OH:41])=[O:40].[N:2]1([CH2:6][C:8]2[CH:9]=[C:10]([CH2:14][C:15]([NH:17][C:18]3[CH:19]=[N:20][CH:21]=[C:22]([C:24]([C:26]4[C:34]5[CH:33]=[N:32][CH:31]=[N:30][C:29]=5[N:28]([CH:35]([CH3:37])[CH3:36])[CH:27]=4)=[O:25])[CH:23]=3)=[O:16])[CH:11]=[CH:12][CH:13]=2)[CH2:5][CH2:4][CH2:3]1.[CH:42]([O-:45])=[O:44]. (3) Given the reactants [CH2:1]([O:8][C:9]1[C:17]([CH3:18])=[CH:16][C:12]([C:13](O)=[O:14])=[CH:11][C:10]=1[CH2:19][CH3:20])[C:2]1[CH:7]=[CH:6][CH:5]=[CH:4][CH:3]=1.CCN(C(C)C)C(C)C.C1CN([P+](O[N:47]2[N:55]=NC3C=CC=CC2=3)(N2CCCC2)N2CCCC2)CC1.F[P-](F)(F)(F)(F)F.NN, predict the reaction product. The product is: [CH2:1]([O:8][C:9]1[C:17]([CH3:18])=[CH:16][C:12]([C:13]([NH:47][NH2:55])=[O:14])=[CH:11][C:10]=1[CH2:19][CH3:20])[C:2]1[CH:7]=[CH:6][CH:5]=[CH:4][CH:3]=1. (4) Given the reactants CN1CCOCC1.[CH3:8][C@H:9]1[CH2:18][C@@H:17]([NH:19][C:20]2[CH:25]=[CH:24][C:23]([CH3:26])=[CH:22][CH:21]=2)[C:16]2[C:11](=[CH:12][CH:13]=[C:14]([CH3:27])[CH:15]=2)[NH:10]1.[CH3:28][O:29][C:30]1[CH:38]=[CH:37][C:33]([C:34](Cl)=[O:35])=[CH:32][CH:31]=1.C(O)C(N)(CO)CO, predict the reaction product. The product is: [CH3:8][C@H:9]1[CH2:18][C@@H:17]([NH:19][C:20]2[CH:25]=[CH:24][C:23]([CH3:26])=[CH:22][CH:21]=2)[C:16]2[C:11](=[CH:12][CH:13]=[C:14]([CH3:27])[CH:15]=2)[N:10]1[C:34](=[O:35])[C:33]1[CH:37]=[CH:38][C:30]([O:29][CH3:28])=[CH:31][CH:32]=1.